This data is from Peptide-MHC class I binding affinity with 185,985 pairs from IEDB/IMGT. The task is: Regression. Given a peptide amino acid sequence and an MHC pseudo amino acid sequence, predict their binding affinity value. This is MHC class I binding data. (1) The peptide sequence is REMGIVDLL. The MHC is HLA-B58:01 with pseudo-sequence HLA-B58:01. The binding affinity (normalized) is 0.0847. (2) The peptide sequence is TVLQNLDVG. The MHC is H-2-Kb with pseudo-sequence H-2-Kb. The binding affinity (normalized) is 0.0358.